This data is from Reaction yield outcomes from USPTO patents with 853,638 reactions. The task is: Predict the reaction yield, written as a fraction of the theoretical maximum amount of product (1.0 means a 100% yield; for example, 0.34 means a 34% yield). (1) The reactants are C[O:2][C:3]1[CH:8]=[CH:7][C:6]([N:9]2[CH2:14][CH2:13][N:12]([C:15]3[CH:20]=[CH:19][C:18]([N:21]4[C:25](=[O:26])[N:24]([CH2:27][CH2:28][CH3:29])[N:23]=[CH:22]4)=[CH:17][CH:16]=3)[CH2:11][CH2:10]2)=[CH:5][CH:4]=1. The catalyst is Br. The product is [OH:2][C:3]1[CH:8]=[CH:7][C:6]([N:9]2[CH2:10][CH2:11][N:12]([C:15]3[CH:16]=[CH:17][C:18]([N:21]4[C:25](=[O:26])[N:24]([CH2:27][CH2:28][CH3:29])[N:23]=[CH:22]4)=[CH:19][CH:20]=3)[CH2:13][CH2:14]2)=[CH:5][CH:4]=1. The yield is 0.970. (2) The reactants are CC(C)([O-])C.[K+].[NH2:7][C:8]1[CH:9]=[N:10][CH:11]=[CH:12][C:13]=1[CH3:14].[C:15](=O)([O:18]C)[O:16][CH3:17]. The catalyst is C1COCC1. The product is [CH3:17][O:16][C:15](=[O:18])[NH:7][C:8]1[CH:9]=[N:10][CH:11]=[CH:12][C:13]=1[CH3:14]. The yield is 0.620. (3) The reactants are [Cl:1][C:2]1[C:17]([NH:18][S:19]([CH2:22][CH2:23][CH3:24])(=[O:21])=[O:20])=[CH:16][CH:15]=[C:14]([F:25])[C:3]=1[C:4]([O:6]CC1C=CC=CC=1)=[O:5].[OH-].[Ba+2].[OH-].Cl.C(=O)(O)[O-].[Na+]. The catalyst is O1CCOCC1.O. The product is [Cl:1][C:2]1[C:17]([NH:18][S:19]([CH2:22][CH2:23][CH3:24])(=[O:20])=[O:21])=[CH:16][CH:15]=[C:14]([F:25])[C:3]=1[C:4]([OH:6])=[O:5]. The yield is 0.566. (4) The reactants are C([O:3][C:4]([C@H:6]1[CH2:11][CH2:10][C@@H:9]([NH:12][C:13]2[N:22]=[C:21]([N:23]([CH3:25])[CH3:24])[C:20]3[C:15](=[CH:16][C:17]([F:27])=[C:18]([F:26])[CH:19]=3)[N:14]=2)[CH2:8][CH2:7]1)=[O:5])C.Cl. No catalyst specified. The product is [CH3:24][N:23]([CH3:25])[C:21]1[C:20]2[C:15](=[CH:16][C:17]([F:27])=[C:18]([F:26])[CH:19]=2)[N:14]=[C:13]([NH:12][C@@H:9]2[CH2:8][CH2:7][C@H:6]([C:4]([OH:5])=[O:3])[CH2:11][CH2:10]2)[N:22]=1. The yield is 0.850. (5) The reactants are [CH3:1][C:2]([CH3:22])([CH3:21])[C@@H:3]([N:7]1[C:16](=[O:17])[C:15]2=[CH:18][NH:19][C:13]3[C:14]2=[C:9]([C:10]([CH3:20])=[CH:11][N:12]=3)[CH2:8]1)[C:4]([OH:6])=O.CN1CCOCC1.CCN=C=[N:34][CH2:35][CH2:36][CH2:37][N:38]([CH3:40])C.Cl.C1C=C2N=NN(O)C2=CC=1.O.Cl.N1CC(C#N)C1. The catalyst is CN(C1C=CN=CC=1)C.CN(C=O)C. The product is [CH3:22][C:2]([CH3:21])([CH3:1])[C@@H:3]([N:7]1[C:16](=[O:17])[C:15]2=[CH:18][NH:19][C:13]3[C:14]2=[C:9]([C:10]([CH3:20])=[CH:11][N:12]=3)[CH2:8]1)[C:4]([N:38]1[CH2:37][CH:36]([C:35]#[N:34])[CH2:40]1)=[O:6]. The yield is 0.120. (6) The reactants are [Br:1][C:2]1[CH:7]=[CH:6][C:5]([CH2:8]/[C:9](/[NH:12][C:13](=[O:21])[O:14]C2C=CC=CC=2)=[N:10]/O)=[CH:4][C:3]=1[Cl:22]. The catalyst is C1(C)C=CC=CC=1. The product is [Br:1][C:2]1[CH:7]=[CH:6][C:5]([CH2:8][C:9]2[NH:12][C:13](=[O:21])[O:14][N:10]=2)=[CH:4][C:3]=1[Cl:22]. The yield is 0.820. (7) The reactants are [N+:1]([C:4]1[CH:12]=[C:11]2[C:7]([C:8]([CH:21]=[O:22])=[N:9][N:10]2[CH2:13][O:14][CH2:15][CH2:16][Si:17]([CH3:20])([CH3:19])[CH3:18])=[CH:6][CH:5]=1)([O-:3])=[O:2].CC(=CC)C.P([O-])(O)(O)=O.[Na+].Cl([O-])=O.[Na+].C[Si](C=[N+]=[N-])(C)C.C[C:46](O)=[O:47]. The catalyst is O.CC(O)(C)C. The product is [N+:1]([C:4]1[CH:12]=[C:11]2[C:7]([C:8]([C:21]([O:47][CH3:46])=[O:22])=[N:9][N:10]2[CH2:13][O:14][CH2:15][CH2:16][Si:17]([CH3:18])([CH3:19])[CH3:20])=[CH:6][CH:5]=1)([O-:3])=[O:2]. The yield is 0.880. (8) The reactants are C(O[C:4](=[O:30])[C@H:5]([O:7][C:8]1[CH:29]=[CH:28][C:11]2[C:12]3[N:16]([CH2:17][CH2:18][O:19][C:10]=2[CH:9]=1)[CH:15]=[C:14]([C:20]1[N:21]([CH:25]([CH3:27])[CH3:26])[N:22]=[CH:23][N:24]=1)[N:13]=3)[CH3:6])C.O.[OH-].[Li+].Cl.C[N:36](C(ON1N=NC2C=CC=NC1=2)=[N+](C)C)C.F[P-](F)(F)(F)(F)F.[Cl-].[NH4+].C(N(CC)CC)C. The catalyst is CO.O. The product is [CH:25]([N:21]1[C:20]([C:14]2[N:13]=[C:12]3[C:11]4[CH:28]=[CH:29][C:8]([O:7][C@H:5]([CH3:6])[C:4]([NH2:36])=[O:30])=[CH:9][C:10]=4[O:19][CH2:18][CH2:17][N:16]3[CH:15]=2)=[N:24][CH:23]=[N:22]1)([CH3:26])[CH3:27]. The yield is 0.260. (9) The reactants are [CH3:1][O:2][CH:3]([O:19][CH3:20])[C@@:4]1([CH3:18])[C@H:9]2[O:10][C@H:8]2[C:7]2[CH:11]=[C:12]([N+:15]([O-:17])=[O:16])[CH:13]=[CH:14][C:6]=2[O:5]1.[Cl:21][C:22]1[CH:27]=[CH:26][C:25]([NH:28][CH2:29][C:30]2[NH:31][CH:32]=[CH:33][N:34]=2)=[CH:24][CH:23]=1. No catalyst specified. The yield is 0.630. The product is [CH3:1][O:2][CH:3]([O:19][CH3:20])[C@@:4]1([CH3:18])[C@@H:9]([OH:10])[C@H:8]([N:28]([C:25]2[CH:26]=[CH:27][C:22]([Cl:21])=[CH:23][CH:24]=2)[CH2:29][C:30]2[NH:31][CH:32]=[CH:33][N:34]=2)[C:7]2[CH:11]=[C:12]([N+:15]([O-:17])=[O:16])[CH:13]=[CH:14][C:6]=2[O:5]1. (10) The reactants are [Si]([O:8][C@H:9]1[CH2:13][C@H:12]([N:14]2[C:18]3[N:19]=[CH:20][N:21]=[C:22]([NH:23][C@@H:24]4[C:32]5[C:27](=[CH:28][CH:29]=[CH:30][CH:31]=5)[CH2:26][CH2:25]4)[C:17]=3[CH:16]=[CH:15]2)[CH2:11][C@H:10]1[CH2:33][CH2:34][S:35]([NH2:38])(=[O:37])=[O:36])(C(C)(C)C)(C)C.[F-].C([N+](CCCC)(CCCC)CCCC)CCC. The product is [C@@H:24]1([NH:23][C:22]2[C:17]3[CH:16]=[CH:15][N:14]([C@@H:12]4[CH2:11][C@@H:10]([CH2:33][CH2:34][S:35]([NH2:38])(=[O:37])=[O:36])[C@@H:9]([OH:8])[CH2:13]4)[C:18]=3[N:19]=[CH:20][N:21]=2)[C:32]2[C:27](=[CH:28][CH:29]=[CH:30][CH:31]=2)[CH2:26][CH2:25]1. The catalyst is O1CCCC1. The yield is 0.400.